From a dataset of Experimentally validated miRNA-target interactions with 360,000+ pairs, plus equal number of negative samples. Binary Classification. Given a miRNA mature sequence and a target amino acid sequence, predict their likelihood of interaction. (1) The miRNA is hsa-miR-6791-3p with sequence UGCCUCCUUGGUCUCCGGCAG. The protein sequence of the target gene is MTHQDLSITAKLINGGVAGLVGVTCVFPIDLAKTRLQNQHGKAMYKGMIDCLMKTARAEGFFGMYRGAAVNLTLVTPEKAIKLAANDFFRRLLMEDGMQRNLKMEMLAGCGAGMCQVVVTCPMEMLKIQLQDAGRLAVHHQGSASAPSTSRSYTTGSASTHRRPSATLIAWELLRTQGLAGLYRGLGATLLRDIPFSIIYFPLFANLNNLGFNELAGKASFAHSFVSGCVAGSIAAVAVTPLDVLKTRIQTLKKGLGEDMYSGITDCARKLWIQEGPSAFMKGAGCRALVIAPLFGIAQG.... Result: 0 (no interaction). (2) The miRNA is cel-miR-236-3p with sequence UAAUACUGUCAGGUAAUGACGCU. The protein sequence of the target gene is MVTTYIKSDLQLDGRQFFQPKDNLKMAELFMECEEEELEPWQKKVKEVEEDDDDEPIFVAEIASSKPAISNILNRVNPSSHSRGIKNGILNRGFTASFKPTSQRCLNSASNPVAALPVNFHPESRSSDSSVIVQPFSKPGYVTNSPRVLSNNSSELLFDLTQDTGLSHYQGGPTLSIAGLNETSFLSKRPSGSDISSVNPKKPKPSENTSGIDASSVISSEKSPSVISLQVVPSQGANCSSSQSKNGTTFPRACPKCDIHFNLLDPLKNHMTYCCPDMINNFLGLTKADNLNSANEAKTL.... Result: 0 (no interaction). (3) The miRNA is mmu-miR-1193-3p with sequence UAGGUCACCCGUUUUACUAUC. The protein sequence of the target gene is MEIIRSNFKINLHKVYQAIEEADFFAIDGEFSGISDGPSVTALTSGFDTPEERYQKLKKHSMDFLLFQFGLCAFKYDHTDSKHVTKSFNFYVFPKPFSRSSPDVKFVCQSSSIDFLASQGFDFNKVFCSGIPYLNQEEERQLREQFDEKRSQANGAGALAKCPVTIPEDQKKFIDQVIEKIEDFLQSEEKRSLELDPCTGFQRKLIYQTLSWKYPKGIHVETLETDKKERHIVISKVDEEERKRREQEKYTKEQEELNDAVGFSRVIHAIANSGKLVVGHNMLLDVMHTIHQFYCPLPAD.... Result: 0 (no interaction).